From a dataset of Full USPTO retrosynthesis dataset with 1.9M reactions from patents (1976-2016). Predict the reactants needed to synthesize the given product. Given the product [CH2:13]([C@H:11]1[CH2:12][NH:8][CH2:9][C@@H:10]1[CH2:20][N:21]([CH2:29][C:30]1[CH:31]=[C:32]([CH:33]=[CH:34][CH:35]=1)[CH2:36][NH:37][CH:38]=[O:39])[C:22]1[CH:27]=[CH:26][C:25]([Cl:28])=[CH:24][CH:23]=1)[C:14]1[CH:19]=[CH:18][CH:17]=[CH:16][CH:15]=1, predict the reactants needed to synthesize it. The reactants are: C(OC([N:8]1[CH2:12][C@H:11]([CH2:13][C:14]2[CH:19]=[CH:18][CH:17]=[CH:16][CH:15]=2)[C@@H:10]([CH2:20][N:21]([CH2:29][C:30]2[CH:35]=[CH:34][CH:33]=[C:32]([CH2:36][NH2:37])[CH:31]=2)[C:22]2[CH:27]=[CH:26][C:25]([Cl:28])=[CH:24][CH:23]=2)[CH2:9]1)=O)(C)(C)C.[CH:38](OC1C=CC([N+]([O-])=O)=CC=1)=[O:39].CC#N.O.CC#N.